The task is: Predict the reactants needed to synthesize the given product.. This data is from Full USPTO retrosynthesis dataset with 1.9M reactions from patents (1976-2016). (1) The reactants are: [Si:1]([O:8][C:9]1[CH:14]=[CH:13][C:12]([C:15]2[N:16]=[C:17]([C:22]3[S:26][C:25]4[CH:27]=[CH:28][S:29][C:24]=4[CH:23]=3)[C:18]([NH2:21])=[N:19][CH:20]=2)=[CH:11][CH:10]=1)([C:4]([CH3:7])([CH3:6])[CH3:5])([CH3:3])[CH3:2].[Si:30]([O:37][C:38]1[CH:43]=[CH:42][C:41]([CH2:44][C:45](Cl)=[O:46])=[CH:40][CH:39]=1)([C:33]([CH3:36])([CH3:35])[CH3:34])([CH3:32])[CH3:31].O. Given the product [Si:30]([O:37][C:38]1[CH:39]=[CH:40][C:41]([CH2:44][C:45]([NH:21][C:18]2[C:17]([C:22]3[S:26][C:25]4[CH:27]=[CH:28][S:29][C:24]=4[CH:23]=3)=[N:16][C:15]([C:12]3[CH:11]=[CH:10][C:9]([O:8][Si:1]([C:4]([CH3:5])([CH3:6])[CH3:7])([CH3:2])[CH3:3])=[CH:14][CH:13]=3)=[CH:20][N:19]=2)=[O:46])=[CH:42][CH:43]=1)([C:33]([CH3:36])([CH3:35])[CH3:34])([CH3:32])[CH3:31], predict the reactants needed to synthesize it. (2) The reactants are: Br[C:2]1[CH:7]=[N:6][CH:5]=[C:4]2[S:8][C:9]([C:11]3[N:12]=[N:13][NH:14][N:15]=3)=[CH:10][C:3]=12.[C:16]1([C:22]2[CH:23]=[CH:24][C:25]([NH2:28])=[N:26][CH:27]=2)[CH:21]=[CH:20][CH:19]=[CH:18][CH:17]=1.C(=O)([O-])[O-].[Cs+].[Cs+].CC1(C)C2C(=C(P(C3C=CC=CC=3)C3C=CC=CC=3)C=CC=2)OC2C(P(C3C=CC=CC=3)C3C=CC=CC=3)=CC=CC1=2. Given the product [C:16]1([C:22]2[CH:23]=[CH:24][C:25]([NH:28][C:2]3[CH:7]=[N:6][CH:5]=[C:4]4[S:8][C:9]([C:11]5[N:12]=[N:13][NH:14][N:15]=5)=[CH:10][C:3]=34)=[N:26][CH:27]=2)[CH:17]=[CH:18][CH:19]=[CH:20][CH:21]=1, predict the reactants needed to synthesize it. (3) Given the product [F:1][C:2]1[C:7]([F:8])=[CH:6][C:5]([C:9]2[CH:14]=[CH:13][C:12]([O:15][CH2:16][CH:17]3[CH2:22][CH2:21][CH2:20][N:19]([C:30](=[O:31])[CH:26]([CH3:25])[C:27]([OH:29])=[O:28])[CH2:18]3)=[CH:11][CH:10]=2)=[C:4]([O:23][CH3:24])[CH:3]=1, predict the reactants needed to synthesize it. The reactants are: [F:1][C:2]1[C:7]([F:8])=[CH:6][C:5]([C:9]2[CH:14]=[CH:13][C:12]([O:15][CH2:16][CH:17]3[CH2:22][CH2:21][CH2:20][NH:19][CH2:18]3)=[CH:11][CH:10]=2)=[C:4]([O:23][CH3:24])[CH:3]=1.[CH3:25][CH:26]([C:30](O)=[O:31])[C:27]([OH:29])=[O:28].ON1C2N=CC=CC=2N=N1.Cl. (4) Given the product [C:1]([O-:4])(=[O:3])[CH3:2].[C:5]([O-:8])(=[O:7])[CH3:6].[C:9]([O-:12])(=[O:11])[CH3:10].[Br:18][C:19]1[CH:24]=[CH:23][C:22]([Pb+3:17])=[C:21]([CH2:28][CH3:29])[CH:20]=1, predict the reactants needed to synthesize it. The reactants are: [C:1]([O-:4])(=[O:3])[CH3:2].[C:5]([O-:8])(=[O:7])[CH3:6].[C:9]([O-:12])(=[O:11])[CH3:10].C([O-])(=O)C.[Pb+4:17].[Br:18][C:19]1[CH:24]=[CH:23][C:22](B(O)O)=[C:21]([CH2:28][CH3:29])[CH:20]=1.